Dataset: Forward reaction prediction with 1.9M reactions from USPTO patents (1976-2016). Task: Predict the product of the given reaction. (1) Given the reactants [CH3:1][O:2][C:3]1[CH:8]=[CH:7][C:6]([C:9]2[C:17]3[C:16](=O)[NH:15][CH:14]=[N:13][C:12]=3[O:11][C:10]=2[C:19]2[CH:24]=[CH:23][C:22]([O:25][CH3:26])=[CH:21][CH:20]=2)=[CH:5][CH:4]=1.P(Cl)(Cl)([Cl:29])=O, predict the reaction product. The product is: [Cl:29][C:16]1[C:17]2[C:9]([C:6]3[CH:7]=[CH:8][C:3]([O:2][CH3:1])=[CH:4][CH:5]=3)=[C:10]([C:19]3[CH:24]=[CH:23][C:22]([O:25][CH3:26])=[CH:21][CH:20]=3)[O:11][C:12]=2[N:13]=[CH:14][N:15]=1. (2) Given the reactants [C:1]([O:4][C@@H:5]1[C@H:9]([O:10][C:11](=[O:13])[CH3:12])[C@@H:8]([C:14]2[N:15]=[N:16][N:17]([CH2:19][CH3:20])[N:18]=2)[O:7][C@H:6]1[N:21]1[CH:29]=[N:28][C:27]2[C:22]1=[N:23][C:24]([Cl:31])=[N:25][C:26]=2Cl)(=[O:3])[CH3:2].C(N(CC)[CH:36]([CH3:38])[CH3:37])(C)C.CC([N:45]([C@H:49]1[CH2:54][CH2:53][C@H:52]([NH2:55])[CH2:51][CH2:50]1)[C:46](=[O:48])[O-:47])(C)C.[CH3:56]C(O)C, predict the reaction product. The product is: [C:1]([O:4][C@@H:5]1[C@H:9]([O:10][C:11](=[O:13])[CH3:12])[C@@H:8]([C:14]2[N:15]=[N:16][N:17]([CH2:19][CH3:20])[N:18]=2)[O:7][C@H:6]1[N:21]1[CH:29]=[N:28][C:27]2[C:22]1=[N:23][C:24]([Cl:31])=[N:25][C:26]=2[NH:55][C@H:52]1[CH2:51][CH2:50][C@H:49]([NH:45][C:46]([O:47][C:36]([CH3:38])([CH3:56])[CH3:37])=[O:48])[CH2:54][CH2:53]1)(=[O:3])[CH3:2]. (3) Given the reactants [F:1][C:2]1[CH:3]=[C:4]2[C:8](=[CH:9][CH:10]=1)[NH:7][C:6]([CH3:11])=[C:5]2[O:12][C:13]1[CH:18]=[CH:17][C:16]([S:19][CH3:20])=[CH:15][CH:14]=1.C(=O)([O-])[O-].[K+].[K+].Br[CH2:28][C:29]([O:31][CH2:32][CH3:33])=[O:30], predict the reaction product. The product is: [F:1][C:2]1[CH:3]=[C:4]2[C:8](=[CH:9][CH:10]=1)[N:7]([CH2:28][C:29]([O:31][CH2:32][CH3:33])=[O:30])[C:6]([CH3:11])=[C:5]2[O:12][C:13]1[CH:18]=[CH:17][C:16]([S:19][CH3:20])=[CH:15][CH:14]=1.